Dataset: Catalyst prediction with 721,799 reactions and 888 catalyst types from USPTO. Task: Predict which catalyst facilitates the given reaction. Reactant: [CH:1]([C:3]1[CH:4]=[C:5]([C:9]([O:11][CH3:12])=[O:10])[NH:6][C:7]=1[I:8])=[O:2].C([O-])([O-])=O.[K+].[K+].[CH2:19](Br)[C:20]1[CH:25]=[CH:24][CH:23]=[CH:22][CH:21]=1. Product: [CH2:19]([N:6]1[C:7]([I:8])=[C:3]([CH:1]=[O:2])[CH:4]=[C:5]1[C:9]([O:11][CH3:12])=[O:10])[C:20]1[CH:25]=[CH:24][CH:23]=[CH:22][CH:21]=1. The catalyst class is: 21.